Dataset: Forward reaction prediction with 1.9M reactions from USPTO patents (1976-2016). Task: Predict the product of the given reaction. (1) Given the reactants [N:1]1[CH:6]=[CH:5][CH:4]=[C:3]([CH2:7][NH:8][C:9]([C:11]2[S:15][C:14]([C:16]3[NH:17][N:18]=[CH:19][CH:20]=3)=[N:13][C:12]=2[CH3:21])=[O:10])[CH:2]=1.Br[CH2:23][C:24]1[CH:29]=[CH:28][C:27]([CH2:30][CH3:31])=[CH:26][CH:25]=1, predict the reaction product. The product is: [N:1]1[CH:6]=[CH:5][CH:4]=[C:3]([CH2:7][NH:8][C:9]([C:11]2[S:15][C:14]([C:16]3[CH:20]=[CH:19][N:18]([CH2:23][C:24]4[CH:29]=[CH:28][C:27]([CH2:30][CH3:31])=[CH:26][CH:25]=4)[N:17]=3)=[N:13][C:12]=2[CH3:21])=[O:10])[CH:2]=1. (2) Given the reactants [NH2:1][C:2]1[C:12]([CH3:13])=[CH:11][C:10]([C:14]#[N:15])=[CH:9][C:3]=1[C:4]([O:6]CC)=O.[CH3:16][NH2:17].C[O-].[Na+], predict the reaction product. The product is: [NH2:1][C:2]1[C:12]([CH3:13])=[CH:11][C:10]([C:14]#[N:15])=[CH:9][C:3]=1[C:4]([NH:17][CH3:16])=[O:6]. (3) Given the reactants [NH2:1][CH:2]([CH:6]1[CH2:11][CH:10]2[CH:8]([C:9]2([F:13])[F:12])[CH2:7]1)[C:3]([OH:5])=[O:4].[Si](C=[N+]=[N-])(C)(C)[CH3:15], predict the reaction product. The product is: [NH2:1][CH:2]([CH:6]1[CH2:7][CH:8]2[CH:10]([C:9]2([F:12])[F:13])[CH2:11]1)[C:3]([O:5][CH3:15])=[O:4]. (4) The product is: [CH3:24][N:22]([CH3:23])[CH2:21][CH2:20][CH2:19][N:18]([CH2:17][CH2:16][CH2:15][N:14]([CH3:13])[CH3:25])[C:1](=[O:12])/[CH:2]=[CH:3]/[CH2:4][CH2:5][CH2:6][CH2:7][CH2:8][CH2:9][CH3:10]. Given the reactants [C:1]([OH:12])(=O)/[CH:2]=[CH:3]/[CH2:4][CH2:5][CH2:6][CH2:7][CH2:8][CH2:9][CH3:10].[CH3:13][N:14]([CH3:25])[CH2:15][CH2:16][CH2:17][NH:18][CH2:19][CH2:20][CH2:21][N:22]([CH3:24])[CH3:23], predict the reaction product. (5) Given the reactants [Cl:1][C:2]1[C:3]([CH:31]=O)=[C:4]([C:27]([F:30])([F:29])[F:28])[CH:5]=[C:6]2[C:11]=1[NH:10][C:9](=[O:12])[N:8]([CH2:13][C:14]1[CH:19]=[C:18]([Cl:20])[CH:17]=[CH:16][C:15]=1[S:21]([CH2:24][CH3:25])(=[O:23])=[O:22])[C:7]2=[O:26].[C:33]([O:37][C:38](=[O:47])[N:39]([CH3:46])[C@@H:40]1[CH2:45][CH2:44][CH2:43][NH:42][CH2:41]1)([CH3:36])([CH3:35])[CH3:34], predict the reaction product. The product is: [C:33]([O:37][C:38](=[O:47])[N:39]([C@@H:40]1[CH2:45][CH2:44][CH2:43][N:42]([CH2:31][C:3]2[C:2]([Cl:1])=[C:11]3[C:6]([C:7](=[O:26])[N:8]([CH2:13][C:14]4[CH:19]=[C:18]([Cl:20])[CH:17]=[CH:16][C:15]=4[S:21]([CH2:24][CH3:25])(=[O:23])=[O:22])[C:9](=[O:12])[NH:10]3)=[CH:5][C:4]=2[C:27]([F:28])([F:29])[F:30])[CH2:41]1)[CH3:46])([CH3:36])([CH3:34])[CH3:35].